From a dataset of Full USPTO retrosynthesis dataset with 1.9M reactions from patents (1976-2016). Predict the reactants needed to synthesize the given product. (1) Given the product [NH2:34][CH2:31][C:32]#[C:33][C:2]1[C:3]([CH3:29])=[C:4]([CH:26]=[CH:27][CH:28]=1)[CH2:5][NH:6][C:7]1[N:12]=[C:11]([NH:13][CH2:14][CH:15]2[CH2:16][CH2:17][CH:18]([CH2:21][OH:22])[CH2:19][CH2:20]2)[C:10]([N+:23]([O-:25])=[O:24])=[CH:9][N:8]=1, predict the reactants needed to synthesize it. The reactants are: Br[C:2]1[C:3]([CH3:29])=[C:4]([CH:26]=[CH:27][CH:28]=1)[CH2:5][NH:6][C:7]1[N:12]=[C:11]([NH:13][CH2:14][C@H:15]2[CH2:20][CH2:19][C@H:18]([CH2:21][OH:22])[CH2:17][CH2:16]2)[C:10]([N+:23]([O-:25])=[O:24])=[CH:9][N:8]=1.Cl.[CH2:31]([NH2:34])[C:32]#[CH:33].C(N(CC)CC)C. (2) Given the product [CH3:31][C:27]1[CH:28]=[CH:29][CH:30]=[C:2]([CH3:1])[C:3]=1[O:4][C:5]1[CH:6]=[C:7]2[C:12](=[CH:13][C:14]=1[CH3:15])[N:11]=[C:10]([N:16]1[CH:20]=[C:19]([C:21]([OH:23])=[O:22])[CH:18]=[N:17]1)[N:9]=[C:8]2[N:34]([CH2:35][CH3:36])[CH2:32][CH3:33], predict the reactants needed to synthesize it. The reactants are: [CH3:1][C:2]1[CH:30]=[CH:29][CH:28]=[C:27]([CH3:31])[C:3]=1[O:4][C:5]1[CH:6]=[C:7]2[C:12](=[CH:13][C:14]=1[CH3:15])[N:11]=[C:10]([N:16]1[CH:20]=[C:19]([C:21]([O:23]CC)=[O:22])[CH:18]=[N:17]1)[NH:9][C:8]2=O.[CH2:32]([NH:34][CH2:35][CH3:36])[CH3:33].